From a dataset of Forward reaction prediction with 1.9M reactions from USPTO patents (1976-2016). Predict the product of the given reaction. (1) Given the reactants [OH:1][CH2:2][C:3]1[CH:4]=[C:5]([NH:9][C:10](=[O:38])[CH2:11][O:12][C:13]2[CH:14]=[C:15]([C@@H:19]([NH:26][C:27](=[O:37])[O:28][C@@H:29]3[CH:34]4[CH2:35][CH2:36][N:31]([CH2:32][CH2:33]4)[CH2:30]3)[C:20]3[CH:25]=[CH:24][CH:23]=[CH:22][CH:21]=3)[CH:16]=[CH:17][CH:18]=2)[CH:6]=[CH:7][CH:8]=1, predict the reaction product. The product is: [CH:2]([C:3]1[CH:4]=[C:5]([NH:9][C:10](=[O:38])[CH2:11][O:12][C:13]2[CH:14]=[C:15]([C@@H:19]([NH:26][C:27](=[O:37])[O:28][C@@H:29]3[CH:34]4[CH2:33][CH2:32][N:31]([CH2:36][CH2:35]4)[CH2:30]3)[C:20]3[CH:25]=[CH:24][CH:23]=[CH:22][CH:21]=3)[CH:16]=[CH:17][CH:18]=2)[CH:6]=[CH:7][CH:8]=1)=[O:1]. (2) Given the reactants [OH:1][C:2]1[CH:3]=[C:4]([CH:9]=[CH:10][C:11]=1[OH:12])[CH:5]=[CH:6][CH:7]=O.[C:13]([CH2:15][C:16]([NH:18][C:19]([O:21][CH2:22][CH3:23])=[O:20])=[O:17])#[N:14], predict the reaction product. The product is: [CH2:22]([O:21][C:19](=[O:20])[NH:18][C:16](=[O:17])/[C:15](/[C:13]#[N:14])=[CH:7]/[CH:6]=[CH:5]/[C:4]1[CH:9]=[CH:10][C:11]([OH:12])=[C:2]([OH:1])[CH:3]=1)[CH3:23].